The task is: Regression. Given two drug SMILES strings and cell line genomic features, predict the synergy score measuring deviation from expected non-interaction effect.. This data is from NCI-60 drug combinations with 297,098 pairs across 59 cell lines. (1) Drug 1: CC1OCC2C(O1)C(C(C(O2)OC3C4COC(=O)C4C(C5=CC6=C(C=C35)OCO6)C7=CC(=C(C(=C7)OC)O)OC)O)O. Drug 2: CCCCC(=O)OCC(=O)C1(CC(C2=C(C1)C(=C3C(=C2O)C(=O)C4=C(C3=O)C=CC=C4OC)O)OC5CC(C(C(O5)C)O)NC(=O)C(F)(F)F)O. Cell line: OVCAR3. Synergy scores: CSS=34.3, Synergy_ZIP=-8.42, Synergy_Bliss=1.72, Synergy_Loewe=1.64, Synergy_HSA=2.03. (2) Drug 1: CCC1(CC2CC(C3=C(CCN(C2)C1)C4=CC=CC=C4N3)(C5=C(C=C6C(=C5)C78CCN9C7C(C=CC9)(C(C(C8N6C=O)(C(=O)OC)O)OC(=O)C)CC)OC)C(=O)OC)O.OS(=O)(=O)O. Drug 2: CCC1(C2=C(COC1=O)C(=O)N3CC4=CC5=C(C=CC(=C5CN(C)C)O)N=C4C3=C2)O.Cl. Cell line: BT-549. Synergy scores: CSS=26.0, Synergy_ZIP=-6.53, Synergy_Bliss=-5.44, Synergy_Loewe=-5.71, Synergy_HSA=-2.04. (3) Drug 1: CC1=C(C=C(C=C1)NC2=NC=CC(=N2)N(C)C3=CC4=NN(C(=C4C=C3)C)C)S(=O)(=O)N.Cl. Drug 2: C1=NC2=C(N=C(N=C2N1C3C(C(C(O3)CO)O)O)F)N. Cell line: HCC-2998. Synergy scores: CSS=11.9, Synergy_ZIP=-4.89, Synergy_Bliss=-10.2, Synergy_Loewe=-40.1, Synergy_HSA=-19.3.